From a dataset of Forward reaction prediction with 1.9M reactions from USPTO patents (1976-2016). Predict the product of the given reaction. (1) Given the reactants C(OC([N:8]1[CH2:13][CH2:12][C:11]2[N:14]([CH3:17])[CH:15]=[CH:16][C:10]=2[C:9]1=[O:18])=O)(C)(C)C.[Al+3].[Cl-].[Cl-].[Cl-].[C:23](Cl)(=[O:25])[CH3:24], predict the reaction product. The product is: [C:23]([C:15]1[N:14]([CH3:17])[C:11]2[CH2:12][CH2:13][NH:8][C:9](=[O:18])[C:10]=2[CH:16]=1)(=[O:25])[CH3:24]. (2) Given the reactants [Cl:1][C:2]1[C:3]2[N:4]([C:8]([CH2:15][CH2:16][OH:17])=[C:9]([C:11]([O:13][CH3:14])=[O:12])[N:10]=2)[CH:5]=[CH:6][N:7]=1.[F:18][C:19]([F:29])([F:28])[O:20][C:21]1[CH:26]=[CH:25][C:24](O)=[CH:23][CH:22]=1.C1C=CC(P(C2C=CC=CC=2)C2C=CC=CC=2)=CC=1.CC(OC(/N=N/C(OC(C)C)=O)=O)C, predict the reaction product. The product is: [Cl:1][C:2]1[C:3]2[N:4]([C:8]([CH2:15][CH2:16][O:17][C:24]3[CH:23]=[CH:22][C:21]([O:20][C:19]([F:18])([F:28])[F:29])=[CH:26][CH:25]=3)=[C:9]([C:11]([O:13][CH3:14])=[O:12])[N:10]=2)[CH:5]=[CH:6][N:7]=1. (3) Given the reactants [NH2:1][C:2]1[CH:30]=[CH:29][C:5]2[NH:6][C:7]([C:12]3[C:13](=[O:28])[N:14]([CH2:23][CH2:24][CH:25]([CH3:27])[CH3:26])[C:15]4[C:20]([C:21]=3[OH:22])=[CH:19][CH:18]=[CH:17][N:16]=4)=[N:8][S:9](=[O:11])(=[O:10])[C:4]=2[CH:3]=1.[F:31][C:32]([F:39])([F:38])[CH2:33][S:34](Cl)(=[O:36])=[O:35], predict the reaction product. The product is: [F:31][C:32]([F:39])([F:38])[CH2:33][S:34]([NH:1][C:2]1[CH:30]=[CH:29][C:5]2[NH:6][C:7]([C:12]3[C:13](=[O:28])[N:14]([CH2:23][CH2:24][CH:25]([CH3:27])[CH3:26])[C:15]4[C:20]([C:21]=3[OH:22])=[CH:19][CH:18]=[CH:17][N:16]=4)=[N:8][S:9](=[O:11])(=[O:10])[C:4]=2[CH:3]=1)(=[O:36])=[O:35]. (4) Given the reactants [Cl:1][C:2]1[N:3]=[C:4](Cl)[C:5]2[CH2:10][CH2:9][CH:8]([C:11]3[CH:16]=[CH:15][C:14]([F:17])=[CH:13][CH:12]=3)[C:6]=2[N:7]=1.[CH2:19]([O:21][CH2:22][CH2:23][CH2:24][NH2:25])[CH3:20], predict the reaction product. The product is: [Cl:1][C:2]1[N:3]=[C:4]([NH:25][CH2:24][CH2:23][CH2:22][O:21][CH2:19][CH3:20])[C:5]2[CH2:10][CH2:9][CH:8]([C:11]3[CH:16]=[CH:15][C:14]([F:17])=[CH:13][CH:12]=3)[C:6]=2[N:7]=1. (5) Given the reactants [CH3:1][O:2][C:3](=[O:25])[C:4]1[CH:9]=[CH:8][C:7]([C:10]([CH2:22][CH3:23])([C:13]2[CH:18]=[CH:17][C:16]([C:19]#[CH:20])=[C:15]([CH3:21])[CH:14]=2)[CH2:11][CH3:12])=[CH:6][C:5]=1[CH3:24].C[Si](C)(C)[N-][Si](C)(C)C.[Li+].[C:36]1(=[O:41])[CH2:40][CH2:39][CH2:38][CH2:37]1, predict the reaction product. The product is: [CH3:1][O:2][C:3](=[O:25])[C:4]1[CH:9]=[CH:8][C:7]([C:10]([CH2:11][CH3:12])([C:13]2[CH:18]=[CH:17][C:16]([C:19]#[C:20][C:36]3([OH:41])[CH2:40][CH2:39][CH2:38][CH2:37]3)=[C:15]([CH3:21])[CH:14]=2)[CH2:22][CH3:23])=[CH:6][C:5]=1[CH3:24]. (6) Given the reactants Cl.[NH2:2]O.[Cl:4][C:5]1[C:13]([CH:14]=O)=[C:12]([Cl:16])[C:11]([F:17])=[CH:10][C:6]=1[C:7]([OH:9])=[O:8], predict the reaction product. The product is: [C:14]([C:13]1[C:5]([Cl:4])=[C:6]([CH:10]=[C:11]([F:17])[C:12]=1[Cl:16])[C:7]([OH:9])=[O:8])#[N:2]. (7) Given the reactants [C:1]([C:3]1[C:4]([CH2:17][C:18]2[CH:23]=[CH:22][C:21]([Cl:24])=[C:20]([Cl:25])[CH:19]=2)=[C:5]([C:14](O)=[O:15])[S:6][C:7]=1[N:8]1[CH2:13][CH2:12][O:11][CH2:10][CH2:9]1)#[N:2].[CH3:26][S:27]([NH2:30])(=[O:29])=[O:28].CCN=C=NCCCN(C)C.Cl, predict the reaction product. The product is: [C:1]([C:3]1[C:4]([CH2:17][C:18]2[CH:23]=[CH:22][C:21]([Cl:24])=[C:20]([Cl:25])[CH:19]=2)=[C:5]([C:14]([NH:30][S:27]([CH3:26])(=[O:29])=[O:28])=[O:15])[S:6][C:7]=1[N:8]1[CH2:13][CH2:12][O:11][CH2:10][CH2:9]1)#[N:2].